Dataset: Antibody developability classification from SAbDab with 2,409 antibodies. Task: Regression/Classification. Given an antibody's heavy chain and light chain sequences, predict its developability. TAP uses regression for 5 developability metrics; SAbDab uses binary classification. (1) The antibody is ['QVQLQQSGPEDVKPGASVKISCKASGYTFTDYYMNWVKQSPGKGLEWIGDINPNNGGTSYNQKFKGRATLTVDKSSSTAYMELRSLTSEDSSVYYCESQSGAYWGQGTTVTVSA', 'DILMTQTPSSLPVSLGDQASISCRSSQSIVHSNGNTYLEWYLQKPGQSPKLLIYKVSNRFSGVPDRFSGSGSGTDFTLKISRVEAEDLGVYYCFQGSHVPFTFGSGTKLEIK']. Result: 0 (not developable). (2) The antibody is ['QVQLQQSGAEVKKPGESLKISCEASGYSFTNYWIGWVRQMPGKGLEWMGIIYPGDSDTRYSPPFQGQVTITADRSITTAYLEWSSLKASDTAMYYCARVGRPSKGGWFDPWGQGTLVTVSS', 'DIQMTQSPDSLAVSLGERATINCESSQTLLYRSNKKNYLAWYQQKPGQPPKLLISWASTPESGVPDRFSGSGSGTSFTLTISSLQAEDVAVYYCQQYYNSPYTFGQGTRLEIK']. Result: 1 (developable). (3) The antibody is ['EVQLQQSGAELVRAGSSVKMSCKASGYTFTSYGINWVKQRPGQGLEWIGYINPGNGYTKYNEKFKGKTTLTVDKSSSTAYMQLRSLTSEDSAVYFCARSVYYGGSYYFDYWGQGTTLTVSS', 'DIQMTQTTSSLSASLGDRVTISCRASQDISNYLNWYQQKPDGTVSLLIYYGSRLHSGVPSRFSGSGSGTDYSLTISNLEQEDIATYFCQQGNTLPRTFGGGTKLEIK']. Result: 0 (not developable).